This data is from Catalyst prediction with 721,799 reactions and 888 catalyst types from USPTO. The task is: Predict which catalyst facilitates the given reaction. (1) Reactant: [Cl:1][C:2]1[CH:10]=[CH:9][CH:8]=[C:7]2[C:3]=1[C:4]([C:17](=[O:22])C(F)(F)F)=[CH:5][N:6]2[CH2:11][CH:12]1[CH2:16][CH2:15][CH2:14][O:13]1.[OH-:23].[Na+].Cl. Product: [Cl:1][C:2]1[CH:10]=[CH:9][CH:8]=[C:7]2[C:3]=1[C:4]([C:17]([OH:22])=[O:23])=[CH:5][N:6]2[CH2:11][CH:12]1[CH2:16][CH2:15][CH2:14][O:13]1. The catalyst class is: 6. (2) Reactant: [Br:1][C:2]1[CH:7]=[CH:6][C:5]([O:8][CH3:9])=[CH:4][C:3]=1[C:10]1([C:13]([OH:15])=O)[CH2:12][CH2:11]1.C(Cl)(=O)C(Cl)=O.[Br-].O[C:24]1[CH:49]=[CH:48][CH:47]=[CH:46][C:25]=1[CH2:26][P+](C1C=CC=CC=1)(C1C=CC=CC=1)C1C=CC=CC=1. Product: [Br:1][C:2]1[CH:7]=[CH:6][C:5]([O:8][CH3:9])=[CH:4][C:3]=1[C:10]1([C:13]2[O:15][C:24]3[CH:49]=[CH:48][CH:47]=[CH:46][C:25]=3[CH:26]=2)[CH2:11][CH2:12]1. The catalyst class is: 85. (3) Reactant: [Cl-].[NH4+:2].OCCO[C:7]([C:9]1[N:10]=[N:11][C:12]([O:15][CH2:16][CH2:17][OH:18])=[CH:13][CH:14]=1)=[NH:8]. Product: [OH:18][CH2:17][CH2:16][O:15][C:12]1[N:11]=[N:10][C:9]([C:7]([NH2:8])=[NH:2])=[CH:14][CH:13]=1. The catalyst class is: 5. (4) Reactant: C([O:5][C:6](=[O:47])[CH2:7][CH2:8][N:9](C(OC(C)(C)C)=O)[CH2:10][C:11]([N:13]1[C:21]2[C:16](=[C:17]([CH3:39])[C:18]([O:22][CH2:23][C:24]3[CH:29]=[CH:28][C:27]([CH:30]4[CH2:34][CH2:33][CH2:32][CH2:31]4)=[C:26]([C:35]([F:38])([F:37])[F:36])[CH:25]=3)=[CH:19][CH:20]=2)[CH2:15][CH2:14]1)=[O:12])(C)(C)C.C(O)(C(F)(F)F)=O. Product: [CH:30]1([C:27]2[CH:28]=[CH:29][C:24]([CH2:23][O:22][C:18]3[C:17]([CH3:39])=[C:16]4[C:21](=[CH:20][CH:19]=3)[N:13]([C:11](=[O:12])[CH2:10][NH:9][CH2:8][CH2:7][C:6]([OH:47])=[O:5])[CH2:14][CH2:15]4)=[CH:25][C:26]=2[C:35]([F:38])([F:36])[F:37])[CH2:31][CH2:32][CH2:33][CH2:34]1. The catalyst class is: 4. (5) Product: [C:1]([C:3]1[CH:4]=[CH:5][CH:6]=[C:7]2[C:12]=1[O:11][CH2:10][CH2:9][CH:8]2[C:13]([N:15]([CH2:25][C:26]1[CH:31]=[CH:30][C:29]([N:32]([CH3:34])[CH3:33])=[CH:28][CH:27]=1)[C:16]1[CH:21]=[CH:20][C:19]([CH:22]([CH3:24])[CH3:23])=[CH:18][CH:17]=1)=[O:14])(=[O:35])[NH2:2]. The catalyst class is: 21. Reactant: [C:1]([C:3]1[CH:4]=[CH:5][CH:6]=[C:7]2[C:12]=1[O:11][CH2:10][CH2:9][CH:8]2[C:13]([N:15]([CH2:25][C:26]1[CH:31]=[CH:30][C:29]([N:32]([CH3:34])[CH3:33])=[CH:28][CH:27]=1)[C:16]1[CH:21]=[CH:20][C:19]([CH:22]([CH3:24])[CH3:23])=[CH:18][CH:17]=1)=[O:14])#[N:2].[OH-:35].[Na+].OO.